This data is from Forward reaction prediction with 1.9M reactions from USPTO patents (1976-2016). The task is: Predict the product of the given reaction. (1) Given the reactants CO[C:3](=[O:15])[C:4]1[CH:9]=[C:8]([OH:10])[CH:7]=[C:6](OCOC)[CH:5]=1.Br[C:17]1[CH:18]=[CH:19][C:20]([S:23]([CH3:26])(=[O:25])=[O:24])=[N:21][CH:22]=1.[O:27]([CH2:35][C@H:36]([OH:38])[CH3:37])[Si](C(C)(C)C)(C)C.[NH2:39][C:40]1[CH:44]=[CH:43][N:42]([CH2:45][CH3:46])[N:41]=1, predict the reaction product. The product is: [CH2:45]([N:42]1[CH:43]=[CH:44][C:40]([NH:39][C:3](=[O:15])[C:4]2[CH:5]=[C:6]([O:38][CH:36]([CH3:37])[CH2:35][OH:27])[CH:7]=[C:8]([O:10][C:17]3[CH:22]=[N:21][C:20]([S:23]([CH3:26])(=[O:25])=[O:24])=[CH:19][CH:18]=3)[CH:9]=2)=[N:41]1)[CH3:46]. (2) Given the reactants [CH2:1]([C:8]1[N:12]=[C:11](C(Cl)(Cl)Cl)[O:10][N:9]=1)[C:2]1[CH:7]=[CH:6][CH:5]=[CH:4][CH:3]=1.[NH3:17], predict the reaction product. The product is: [CH2:1]([C:8]1[N:12]=[C:11]([NH2:17])[O:10][N:9]=1)[C:2]1[CH:7]=[CH:6][CH:5]=[CH:4][CH:3]=1.